From a dataset of Full USPTO retrosynthesis dataset with 1.9M reactions from patents (1976-2016). Predict the reactants needed to synthesize the given product. Given the product [CH3:23][C:22]([O:21][C:19]([N:5]1[CH2:4][CH:3]([C:8]([O:10][CH3:11])=[O:9])[C:2](=[O:1])[CH2:7][CH2:6]1)=[O:20])([CH3:25])[CH3:24], predict the reactants needed to synthesize it. The reactants are: [O:1]=[C:2]1[CH2:7][CH2:6][NH:5][CH2:4][CH:3]1[C:8]([O:10][CH3:11])=[O:9].C(N(CC)CC)C.[C:19](O[C:19]([O:21][C:22]([CH3:25])([CH3:24])[CH3:23])=[O:20])([O:21][C:22]([CH3:25])([CH3:24])[CH3:23])=[O:20].